Dataset: Reaction yield outcomes from USPTO patents with 853,638 reactions. Task: Predict the reaction yield, written as a fraction of the theoretical maximum amount of product (1.0 means a 100% yield; for example, 0.34 means a 34% yield). (1) The reactants are CN(C)C=O.[Br:6][C:7]1[CH:14]=[CH:13][C:10]([CH2:11][OH:12])=[CH:9][CH:8]=1.[H-].[Na+].F[C:18]1[CH:23]=[CH:22][C:21]([CH3:24])=[CH:20][N:19]=1. The catalyst is O. The product is [Br:6][C:7]1[CH:14]=[CH:13][C:10]([CH2:11][O:12][C:18]2[CH:23]=[CH:22][C:21]([CH3:24])=[CH:20][N:19]=2)=[CH:9][CH:8]=1. The yield is 0.593. (2) The reactants are [Cl:1][C:2]1[CH:3]=[C:4]([C:21]2([C:25]([O:27]CC)=[O:26])[CH2:24][CH2:23][CH2:22]2)[CH:5]=[C:6]([C:14]2[CH:19]=[CH:18][C:17]([CH3:20])=[CH:16][CH:15]=2)[C:7]=1[O:8][CH2:9][C:10]([F:13])([F:12])[F:11].O.[OH-].[Li+]. The catalyst is CO.C1COCC1.O. The product is [Cl:1][C:2]1[CH:3]=[C:4]([C:21]2([C:25]([OH:27])=[O:26])[CH2:22][CH2:23][CH2:24]2)[CH:5]=[C:6]([C:14]2[CH:19]=[CH:18][C:17]([CH3:20])=[CH:16][CH:15]=2)[C:7]=1[O:8][CH2:9][C:10]([F:13])([F:12])[F:11]. The yield is 0.660. (3) The reactants are [CH3:1][O:2][C:3]1[N:8]=[N:7][C:6]([NH2:9])=[CH:5][CH:4]=1.CC1(C)C2C(=C(P(C3C=CC=CC=3)C3C=CC=CC=3)C=CC=2)OC2C(P(C3C=CC=CC=3)C3C=CC=CC=3)=CC=CC1=2.[C:52]([O:55][CH2:56][C:57]1[C:58]([N:72]2[CH2:83][CH2:82][N:81]3[C:74](=[CH:75][C:76]4[CH2:77][C:78]([CH3:85])([CH3:84])[CH2:79][C:80]=43)[C:73]2=[O:86])=[N:59][CH:60]=[CH:61][C:62]=1[C:63]1[CH:68]=[C:67](Br)[C:66](=[O:70])[N:65]([CH3:71])[CH:64]=1)(=[O:54])[CH3:53].C([O-])([O-])=O.[Cs+].[Cs+]. The catalyst is C1C=CC(/C=C/C(/C=C/C2C=CC=CC=2)=O)=CC=1.C1C=CC(/C=C/C(/C=C/C2C=CC=CC=2)=O)=CC=1.C1C=CC(/C=C/C(/C=C/C2C=CC=CC=2)=O)=CC=1.[Pd].[Pd].O1CCOCC1. The product is [C:52]([O:55][CH2:56][C:57]1[C:58]([N:72]2[CH2:83][CH2:82][N:81]3[C:74](=[CH:75][C:76]4[CH2:77][C:78]([CH3:85])([CH3:84])[CH2:79][C:80]=43)[C:73]2=[O:86])=[N:59][CH:60]=[CH:61][C:62]=1[C:63]1[CH:68]=[C:67]([NH:9][C:6]2[N:7]=[N:8][C:3]([O:2][CH3:1])=[CH:4][CH:5]=2)[C:66](=[O:70])[N:65]([CH3:71])[CH:64]=1)(=[O:54])[CH3:53]. The yield is 0.600. (4) The reactants are C([O:3][C:4](=[O:21])[C:5]1[CH:17]=[C:16]([C:18](=[O:20])[CH3:19])[CH:15]=[C:7]([C:8]([N:10]([CH3:14])[CH2:11][CH2:12][CH3:13])=[O:9])[CH:6]=1)C.[OH-].[Na+].Cl. The catalyst is C(O)C. The product is [C:18]([C:16]1[CH:15]=[C:7]([C:8]([N:10]([CH3:14])[CH2:11][CH2:12][CH3:13])=[O:9])[CH:6]=[C:5]([CH:17]=1)[C:4]([OH:21])=[O:3])(=[O:20])[CH3:19]. The yield is 0.950. (5) The reactants are [Br:1][C:2]1[CH:3]=[C:4]([NH:10][C:11]2[N:16]=[CH:15][C:14]([N:17]3[CH2:22][CH2:21][N:20](C(OC(C)(C)C)=O)[CH2:19][C@H:18]3[CH3:30])=[CH:13][CH:12]=2)[C:5](=[O:9])[N:6]([CH3:8])[CH:7]=1.Cl.O1CCOCC1. The catalyst is CO. The product is [Br:1][C:2]1[CH:3]=[C:4]([NH:10][C:11]2[CH:12]=[CH:13][C:14]([N:17]3[CH2:22][CH2:21][NH:20][CH2:19][C@H:18]3[CH3:30])=[CH:15][N:16]=2)[C:5](=[O:9])[N:6]([CH3:8])[CH:7]=1. The yield is 0.950. (6) The product is [CH3:15][O:12][C:9]1[CH:5]=[CH:4][CH:3]=[CH:2][C:19]=1[C:18]#[N:20]. The yield is 0.550. The catalyst is C1C=CC([P]([Pd]([P](C2C=CC=CC=2)(C2C=CC=CC=2)C2C=CC=CC=2)([P](C2C=CC=CC=2)(C2C=CC=CC=2)C2C=CC=CC=2)[P](C2C=CC=CC=2)(C2C=CC=CC=2)C2C=CC=CC=2)(C2C=CC=CC=2)C2C=CC=CC=2)=CC=1. The reactants are S1[CH:5]=[CH:4][C:3](B(O)O)=[CH:2]1.[C:9]([O-:12])([O-])=O.[Na+].[Na+].[CH2:15](Cl)Cl.[C:18](#[N:20])[CH3:19]. (7) The reactants are [N:1]([CH2:4][C@@H:5]([C:14]1[CH:23]=[CH:22][C:21]([O:24]CC2C=CC=CC=2)=[C:20]2[C:15]=1[CH:16]=[CH:17][C:18](=[O:32])[NH:19]2)[O:6][Si](C(C)(C)C)(C)C)=[N+]=[N-].CC1CC=CCC=1.[ClH:40].O1CCOCC1. The catalyst is C(O)C.[Pd]. The product is [ClH:40].[NH2:1][CH2:4][C@@H:5]([C:14]1[CH:23]=[CH:22][C:21]([OH:24])=[C:20]2[C:15]=1[CH:16]=[CH:17][C:18](=[O:32])[NH:19]2)[OH:6]. The yield is 0.620. (8) The reactants are [CH2:1]([O:4][C:5](=[O:25])[N:6]([C:21]([CH3:24])([CH3:23])[CH3:22])[CH2:7][C:8]1[CH:13]=[CH:12][CH:11]=[C:10]([C:14]2[CH:19]=[CH:18][N:17]=[C:16](Cl)[N:15]=2)[CH:9]=1)[CH:2]=[CH2:3].Br.[NH2:27][CH2:28][CH2:29][C:30]1[CH:35]=[CH:34][C:33]([OH:36])=[C:32]([Cl:37])[CH:31]=1. No catalyst specified. The product is [CH2:1]([O:4][C:5](=[O:25])[N:6]([C:21]([CH3:22])([CH3:24])[CH3:23])[CH2:7][C:8]1[CH:13]=[CH:12][CH:11]=[C:10]([C:14]2[CH:19]=[CH:18][N:17]=[C:16]([NH:27][CH2:28][CH2:29][C:30]3[CH:35]=[CH:34][C:33]([OH:36])=[C:32]([Cl:37])[CH:31]=3)[N:15]=2)[CH:9]=1)[CH:2]=[CH2:3]. The yield is 0.790. (9) The reactants are BrC1C(C(C)(C)C)=CC(C(C)(C)C)=CC=1C(C)(C)C.C([Li:24])CCC.[C:25]1([N:31]2[CH2:36][CH2:35][O:34][CH2:33][C:32]2=[O:37])[CH:30]=[CH:29][CH:28]=[CH:27][CH:26]=1.[C:38](=[O:40])=[O:39]. The catalyst is C1COCC1. The product is [O:37]=[C:32]1[CH:33]([C:38]([O-:40])=[O:39])[O:34][CH2:35][CH2:36][N:31]1[C:25]1[CH:26]=[CH:27][CH:28]=[CH:29][CH:30]=1.[Li+:24]. The yield is 0.605.